Dataset: Catalyst prediction with 721,799 reactions and 888 catalyst types from USPTO. Task: Predict which catalyst facilitates the given reaction. Reactant: C(Cl)(=O)C(Cl)=O.CS(C)=O.[N:11]1[CH:16]=[CH:15][CH:14]=[CH:13][C:12]=1[C:17]1[CH:22]=[CH:21][C:20]([S:23]([N:26]2[CH2:31][CH2:30][CH:29]([CH2:32][OH:33])[CH2:28][CH2:27]2)(=[O:25])=[O:24])=[CH:19][CH:18]=1.C(N(CC)CC)C. Product: [N:11]1[CH:16]=[CH:15][CH:14]=[CH:13][C:12]=1[C:17]1[CH:18]=[CH:19][C:20]([S:23]([N:26]2[CH2:31][CH2:30][CH:29]([CH:32]=[O:33])[CH2:28][CH2:27]2)(=[O:24])=[O:25])=[CH:21][CH:22]=1. The catalyst class is: 34.